This data is from Reaction yield outcomes from USPTO patents with 853,638 reactions. The task is: Predict the reaction yield, written as a fraction of the theoretical maximum amount of product (1.0 means a 100% yield; for example, 0.34 means a 34% yield). (1) The reactants are C([Li])CCC.Br[C:7]1[CH:12]=[CH:11][C:10]([CH3:13])=[CH:9][CH:8]=1.[CH3:14][O:15][C:16]1[CH:21]=[CH:20][C:19]([N:22]2[CH2:27][CH2:26][N:25]([C:28]3[C:29]([CH3:42])=[C:30]([CH3:41])[C:31]4[O:35][C:34]([CH3:37])([CH3:36])[C:33](=[O:38])[C:32]=4[C:39]=3[CH3:40])[CH2:24][CH2:23]2)=[CH:18][CH:17]=1.O. The catalyst is C1COCC1. The product is [OH:38][C:33]1([C:7]2[CH:12]=[CH:11][C:10]([CH3:13])=[CH:9][CH:8]=2)[C:32]2[C:39]([CH3:40])=[C:28]([N:25]3[CH2:24][CH2:23][N:22]([C:19]4[CH:18]=[CH:17][C:16]([O:15][CH3:14])=[CH:21][CH:20]=4)[CH2:27][CH2:26]3)[C:29]([CH3:42])=[C:30]([CH3:41])[C:31]=2[O:35][C:34]1([CH3:37])[CH3:36]. The yield is 0.900. (2) The reactants are [F:1][C:2]1[CH:3]=[C:4]2[C:9](=[CH:10][C:11]=1[F:12])[NH:8][C:7](=[O:13])[CH2:6][CH2:5]2.[H-].[Na+].[Cl:16][CH2:17][CH2:18][CH2:19]I. The catalyst is CN(C=O)C. The product is [Cl:16][CH2:17][CH2:18][CH2:19][N:8]1[C:9]2[C:4](=[CH:3][C:2]([F:1])=[C:11]([F:12])[CH:10]=2)[CH2:5][CH2:6][C:7]1=[O:13]. The yield is 0.470. (3) The catalyst is CN(C)C1C=CN=CC=1.O1CCOCC1. The product is [CH3:16][O:17][C:18](=[O:28])[CH2:19][N:20]([C:21]1[CH:26]=[CH:25][C:24]([Br:27])=[CH:23][CH:22]=1)[C:9]([O:11][C:12]([CH3:13])([CH3:14])[CH3:15])=[O:10]. The yield is 0.840. The reactants are [C:9](O[C:9]([O:11][C:12]([CH3:15])([CH3:14])[CH3:13])=[O:10])([O:11][C:12]([CH3:15])([CH3:14])[CH3:13])=[O:10].[CH3:16][O:17][C:18](=[O:28])[CH2:19][NH:20][C:21]1[CH:26]=[CH:25][C:24]([Br:27])=[CH:23][CH:22]=1. (4) The reactants are [C:1]1([CH2:7][NH:8][C:9]([C:11]2[CH:16]=[CH:15][C:14](B(O)O)=[CH:13][CH:12]=2)=[O:10])[CH:6]=[CH:5][CH:4]=[CH:3][CH:2]=1.Br[C:21]1[CH:26]=[CH:25][C:24]([O:27][CH2:28][CH:29]2[CH2:34][CH2:33][N:32]([C:35]3[O:39][N:38]=[C:37]([CH:40]([CH3:42])[CH3:41])[N:36]=3)[CH2:31][CH2:30]2)=[CH:23][CH:22]=1. No catalyst specified. The product is [CH3:42][CH:40]([C:37]1[N:36]=[C:35]([N:32]2[CH2:31][CH2:30][CH:29]([CH2:28][O:27][C:24]3[CH:23]=[CH:22][C:21]([C:14]4[CH:15]=[CH:16][C:11]([C:9]([NH:8][CH2:7][C:1]5[CH:6]=[CH:5][CH:4]=[CH:3][CH:2]=5)=[O:10])=[CH:12][CH:13]=4)=[CH:26][CH:25]=3)[CH2:34][CH2:33]2)[O:39][N:38]=1)[CH3:41]. The yield is 0.0200. (5) The reactants are [NH2:1][C:2]1[CH:7]=[CH:6][CH:5]=[CH:4][C:3]=1[NH:8][C:9](=[O:28])[C:10]1[CH:15]=[CH:14][C:13]([CH2:16][N:17]2[CH2:25][C:24]3[C:19](=[CH:20][CH:21]=[CH:22][C:23]=3Br)[C:18]2=[O:27])=[CH:12][CH:11]=1.[CH3:29][C:30]1[CH:31]=[C:32](B(O)O)[CH:33]=[C:34]([CH3:36])[CH:35]=1. No catalyst specified. The product is [NH2:1][C:2]1[CH:7]=[CH:6][CH:5]=[CH:4][C:3]=1[NH:8][C:9](=[O:28])[C:10]1[CH:15]=[CH:14][C:13]([CH2:16][N:17]2[CH2:25][C:24]3[C:19](=[CH:20][CH:21]=[CH:22][C:23]=3[C:32]3[CH:33]=[C:34]([CH3:36])[CH:35]=[C:30]([CH3:29])[CH:31]=3)[C:18]2=[O:27])=[CH:12][CH:11]=1. The yield is 0.840. (6) The reactants are Cl[C:2]1[C:11]2[C:6](=[CH:7][CH:8]=[CH:9][CH:10]=2)[C:5]([O:12][CH3:13])=[CH:4][N:3]=1.[F-:14].[Cs+]. The catalyst is CS(C)=O.O. The product is [F:14][C:2]1[C:11]2[C:6](=[CH:7][CH:8]=[CH:9][CH:10]=2)[C:5]([O:12][CH3:13])=[CH:4][N:3]=1. The yield is 0.620. (7) The reactants are [CH2:1]([NH:3][C:4]([C:6]1[C:11]([F:12])=[CH:10][C:9]([N:13]2[CH2:18][CH2:17][N:16](C(OC(C)(C)C)=O)[CH2:15][CH2:14]2)=[C:8]([F:26])[CH:7]=1)=[O:5])[CH3:2].[ClH:27]. The yield is 0.980. The catalyst is O1CCOCC1.C(OCC)C. The product is [ClH:27].[CH2:1]([NH:3][C:4](=[O:5])[C:6]1[CH:7]=[C:8]([F:26])[C:9]([N:13]2[CH2:18][CH2:17][NH:16][CH2:15][CH2:14]2)=[CH:10][C:11]=1[F:12])[CH3:2].